From a dataset of Full USPTO retrosynthesis dataset with 1.9M reactions from patents (1976-2016). Predict the reactants needed to synthesize the given product. Given the product [Cl:1][C:2]1[CH:7]=[CH:6][C:5]([C:8]([CH3:19])([CH3:18])[CH2:9][C:10]([C:13]([F:16])([F:15])[F:14])([OH:17])[CH2:11][NH:20][C:21]2[CH:30]=[CH:29][C:28]([F:31])=[C:27]3[C:22]=2[CH:23]=[N:24][C:25]([CH3:32])=[N:26]3)=[CH:4][CH:3]=1, predict the reactants needed to synthesize it. The reactants are: [Cl:1][C:2]1[CH:7]=[CH:6][C:5]([C:8]([CH3:19])([CH3:18])[CH2:9][C:10]([OH:17])([C:13]([F:16])([F:15])[F:14])[CH:11]=O)=[CH:4][CH:3]=1.[NH2:20][C:21]1[CH:30]=[CH:29][C:28]([F:31])=[C:27]2[C:22]=1[CH:23]=[N:24][C:25]([CH3:32])=[N:26]2.